Dataset: Reaction yield outcomes from USPTO patents with 853,638 reactions. Task: Predict the reaction yield, written as a fraction of the theoretical maximum amount of product (1.0 means a 100% yield; for example, 0.34 means a 34% yield). (1) The reactants are C([N:4](C(C)C)CC)(C)C.[C:10](Cl)(=[O:18])[CH2:11][CH2:12][CH2:13][CH2:14][CH2:15][CH2:16][CH3:17].[OH-].[Na+]. The catalyst is ClCCl. The product is [C:10]([NH2:4])(=[O:18])[CH2:11][CH2:12][CH2:13][CH2:14][CH2:15][CH2:16][CH3:17]. The yield is 0.410. (2) The reactants are [C:1]([CH2:4][O:5][C:6]1[CH:11]=[CH:10][C:9]([C:12]2[C:13]3[NH:17][C:16]([CH:18]=[C:19]4[N:54]=[C:22]([C:23]([CH:35]([CH2:45][CH2:46][O:47][P:48]([O:52]C)([O:50]C)=[O:49])[CH2:36][CH2:37][O:38][P:39]([O:43]C)([O:41]C)=[O:40])=[C:24]5[NH:34][C:27](=[CH:28][C:29]6[CH:30]=[CH:31][C:32]=2[N:33]=6)[CH:26]=[CH:25]5)[CH:21]=[CH:20]4)=[CH:15][CH:14]=3)=[CH:8][CH:7]=1)([OH:3])=[O:2].[Si](Br)(C)(C)C. The catalyst is C(Cl)Cl. The product is [C:1]([CH2:4][O:5][C:6]1[CH:7]=[CH:8][C:9]([C:12]2[C:13]3[NH:17][C:16]([CH:18]=[C:19]4[N:54]=[C:22]([C:23]([CH:35]([CH2:36][CH2:37][O:38][P:39]([OH:43])([OH:41])=[O:40])[CH2:45][CH2:46][O:47][P:48]([OH:52])([OH:50])=[O:49])=[C:24]5[NH:34][C:27](=[CH:28][C:29]6[CH:30]=[CH:31][C:32]=2[N:33]=6)[CH:26]=[CH:25]5)[CH:21]=[CH:20]4)=[CH:15][CH:14]=3)=[CH:10][CH:11]=1)([OH:3])=[O:2]. The yield is 0.760. (3) The reactants are [NH:1]1[C:9]2[C:4](=[CH:5][CH:6]=[CH:7][CH:8]=2)[C:3]([CH:10]=[C:11]([C:14]#[N:15])[C:12]#[N:13])=[CH:2]1.[C:16](#N)CC#N.[NH:21]1[C:29]2[C:24](=[CH:25][CH:26]=CC=2)[C:23](C=O)=[CH:22]1.[CH3:32][CH2:33][OH:34]. The catalyst is N1CCCCC1. The product is [NH2:13][C:12]1[O:34][C:33]2[C:26]([CH:10]([C:3]3[C:4]4[C:9](=[CH:8][CH:7]=[CH:6][CH:5]=4)[NH:1][CH:2]=3)[C:11]=1[C:14]#[N:15])=[CH:25][CH:24]=[C:29]1[N:21]([CH3:16])[CH:22]=[CH:23][C:32]=21. The yield is 0.750. (4) The reactants are [O:1]1[C:6]2[CH:7]=[CH:8][C:9]([CH:11]=[C:12]3[S:16][C:15](=[O:17])[NH:14][C:13]3=[O:18])=[CH:10][C:5]=2[NH:4][CH2:3][CH2:2]1.[C:19](Cl)(=[O:26])[C:20]1[CH:25]=[CH:24][CH:23]=[CH:22][CH:21]=1.CCN(C(C)C)C(C)C.CCOC(C)=O. The catalyst is C1COCC1. The product is [C:19]([N:4]1[C:5]2[CH:10]=[C:9]([CH:11]=[C:12]3[S:16][C:15](=[O:17])[NH:14][C:13]3=[O:18])[CH:8]=[CH:7][C:6]=2[O:1][CH2:2][CH2:3]1)(=[O:26])[C:20]1[CH:25]=[CH:24][CH:23]=[CH:22][CH:21]=1. The yield is 0.350. (5) The reactants are C([O:3][C:4]([C:6]1[S:10][C:9]([NH:11][C:12](=[O:43])[C:13]2[CH:18]=[C:17]([Cl:19])[C:16]([O:20][C:21]3[CH:26]=[CH:25][N:24]=[CH:23][C:22]=3[C:27]([N:29]3[C:38]4[C:33](=[CH:34][CH:35]=[CH:36][CH:37]=4)[N:32]([CH:39]4[CH2:41][CH2:40]4)[CH2:31][CH2:30]3)=[O:28])=[CH:15][C:14]=2[Cl:42])=[N:8][C:7]=1[CH3:44])=[O:5])C.O.O.[OH-].[Li+]. The catalyst is O1CCOCC1. The product is [Cl:42][C:14]1[CH:15]=[C:16]([O:20][C:21]2[CH:26]=[CH:25][N:24]=[CH:23][C:22]=2[C:27]([N:29]2[C:38]3[C:33](=[CH:34][CH:35]=[CH:36][CH:37]=3)[N:32]([CH:39]3[CH2:40][CH2:41]3)[CH2:31][CH2:30]2)=[O:28])[C:17]([Cl:19])=[CH:18][C:13]=1[C:12]([NH:11][C:9]1[S:10][C:6]([C:4]([OH:5])=[O:3])=[C:7]([CH3:44])[N:8]=1)=[O:43]. The yield is 0.370. (6) The reactants are [NH2:1][C:2]1[CH:9]=[CH:8][C:5]([CH:6]=O)=[CH:4][CH:3]=1.[C:10]([CH2:12][C:13]([O:15][CH2:16][CH3:17])=[O:14])#[N:11].C(NCC)C.C(O)(=O)C. The catalyst is C(O)C. The product is [NH2:1][C:2]1[CH:9]=[CH:8][C:5]([CH:6]=[C:12]([C:10]#[N:11])[C:13]([O:15][CH2:16][CH3:17])=[O:14])=[CH:4][CH:3]=1. The yield is 0.830. (7) The reactants are [OH:1][C:2]1[CH:7]=[CH:6][C:5]([CH:8]2[CH2:13][CH2:12][C:11](=[O:14])[CH2:10][CH2:9]2)=[CH:4][CH:3]=1.[C:15]([O-])([O-])=O.[K+].[K+].IC. The catalyst is CC(C)=O. The product is [CH3:15][O:1][C:2]1[CH:3]=[CH:4][C:5]([CH:8]2[CH2:9][CH2:10][C:11](=[O:14])[CH2:12][CH2:13]2)=[CH:6][CH:7]=1. The yield is 1.00.